This data is from Reaction yield outcomes from USPTO patents with 853,638 reactions. The task is: Predict the reaction yield, written as a fraction of the theoretical maximum amount of product (1.0 means a 100% yield; for example, 0.34 means a 34% yield). (1) The reactants are Br[C:2]1[CH:7]=[C:6]([Cl:8])[C:5]([F:9])=[CH:4][C:3]=1[O:10][CH3:11].C([Li])CCC.C([O:20][B:21](C(C)C)[O:22]C(C)C)(C)C.Cl. The catalyst is C1(C)C=CC=CC=1.O1CCCC1.CCCCCC.O.C(OCC)(=O)C. The product is [Cl:8][C:6]1[C:5]([F:9])=[CH:4][C:3]([O:10][CH3:11])=[C:2]([B:21]([OH:22])[OH:20])[CH:7]=1. The yield is 0.890. (2) The reactants are [CH2:1]([N:8]1[CH2:13][C@@H:12]([CH3:14])[NH:11][CH2:10][C@@H:9]1[CH3:15])[C:2]1[CH:7]=[CH:6][CH:5]=[CH:4][CH:3]=1.[F:16][C:17]([F:22])([F:21])[CH2:18][CH:19]=O.CC(O)=O.C([BH3-])#N.[Na+]. The catalyst is C1COCC1.CO. The product is [CH2:1]([N:8]1[CH2:13][C@@H:12]([CH3:14])[N:11]([CH2:19][CH2:18][C:17]([F:22])([F:21])[F:16])[CH2:10][C@@H:9]1[CH3:15])[C:2]1[CH:7]=[CH:6][CH:5]=[CH:4][CH:3]=1. The yield is 0.900. (3) The reactants are [O:1]([C:8]1[CH:20]=[CH:19][C:11]([O:12][CH:13]2[CH2:18][CH2:17][NH:16][CH2:15][CH2:14]2)=[CH:10][CH:9]=1)[C:2]1[CH:7]=[CH:6][CH:5]=[CH:4][CH:3]=1.[CH3:21][O:22][C:23](=[O:27])[CH2:24][CH2:25]Br.C(N(CC)CC)C. The catalyst is C(Cl)Cl. The product is [CH3:21][O:22][C:23](=[O:27])[CH2:24][CH2:25][N:16]1[CH2:15][CH2:14][CH:13]([O:12][C:11]2[CH:19]=[CH:20][C:8]([O:1][C:2]3[CH:7]=[CH:6][CH:5]=[CH:4][CH:3]=3)=[CH:9][CH:10]=2)[CH2:18][CH2:17]1. The yield is 0.820. (4) The reactants are [Cl:1][C:2]1[C:7]([N:8]2[C:12]([S:13]([C:16]3[CH:21]=[CH:20][CH:19]=[CH:18][CH:17]=3)(=[O:15])=[O:14])=[CH:11][C:10]([C:22](OCC)=[O:23])=[N:9]2)=[CH:6][CH:5]=[CH:4][N:3]=1.[H-].C([Al+]CC(C)C)C(C)C.C1(C)C=CC=CC=1.O.O.O.O.O.O.O.O.O.O.[O-]S([O-])(=O)=O.[Na+].[Na+]. The catalyst is O1CCCC1. The product is [Cl:1][C:2]1[C:7]([N:8]2[C:12]([S:13]([C:16]3[CH:21]=[CH:20][CH:19]=[CH:18][CH:17]=3)(=[O:15])=[O:14])=[CH:11][C:10]([CH2:22][OH:23])=[N:9]2)=[CH:6][CH:5]=[CH:4][N:3]=1. The yield is 0.910.